Dataset: Forward reaction prediction with 1.9M reactions from USPTO patents (1976-2016). Task: Predict the product of the given reaction. Given the reactants Cl.Cl.[Cl:3][C:4]1[CH:9]=[CH:8][CH:7]=[CH:6][C:5]=1[CH:10]([N:14]1[CH2:19][CH2:18][N:17]2[CH2:20][CH2:21][CH2:22][C@@H:16]2[CH2:15]1)[C:11]([OH:13])=O.CCN(C(C)C)C(C)C.C1C=CC2N(O)N=NC=2C=1.O.CCN=C=NCCCN(C)C.Cl.[F:55][C:56]([F:70])([F:69])[C:57]1[CH:58]=[C:59]([NH:67][NH2:68])[CH:60]=[C:61]([C:63]([F:66])([F:65])[F:64])[CH:62]=1, predict the reaction product. The product is: [F:55][C:56]([F:69])([F:70])[C:57]1[CH:58]=[C:59]([NH:67][NH:68][C:11](=[O:13])[CH:10]([C:5]2[CH:6]=[CH:7][CH:8]=[CH:9][C:4]=2[Cl:3])[N:14]2[CH2:19][CH2:18][N:17]3[CH2:20][CH2:21][CH2:22][C@@H:16]3[CH2:15]2)[CH:60]=[C:61]([C:63]([F:66])([F:64])[F:65])[CH:62]=1.